From a dataset of Reaction yield outcomes from USPTO patents with 853,638 reactions. Predict the reaction yield, written as a fraction of the theoretical maximum amount of product (1.0 means a 100% yield; for example, 0.34 means a 34% yield). The yield is 0.510. The reactants are CO[C:3]1[CH:8]=[C:7]([O:9]C)[CH:6]=[CH:5][C:4]=1[C:11]1[CH:20]=[CH:19][C:18]([N+:21]([O-:23])=[O:22])=[CH:17][C:12]=1[C:13]([O:15]C)=[O:14].B(Br)(Br)Br.CO. The catalyst is C(Cl)Cl. The product is [OH:9][C:7]1[CH:8]=[C:3]2[C:4]([C:11]3[CH:20]=[CH:19][C:18]([N+:21]([O-:23])=[O:22])=[CH:17][C:12]=3[C:13](=[O:14])[O:15]2)=[CH:5][CH:6]=1.